Dataset: Catalyst prediction with 721,799 reactions and 888 catalyst types from USPTO. Task: Predict which catalyst facilitates the given reaction. (1) The catalyst class is: 2. Reactant: [Cl:1][C:2]1[N:3]=[N:4][C:5]([CH3:16])=[C:6]([CH2:13][CH2:14][CH3:15])[C:7]=1[CH:8]1[O:12][CH2:11][CH2:10][O:9]1.C1C=C(Cl)C=C(C(OO)=[O:25])C=1.C([O-])([O-])=O.[K+].[K+]. Product: [Cl:1][C:2]1[N:3]=[N+:4]([O-:25])[C:5]([CH3:16])=[C:6]([CH2:13][CH2:14][CH3:15])[C:7]=1[CH:8]1[O:12][CH2:11][CH2:10][O:9]1. (2) Reactant: C(Cl)(=O)C(Cl)=O.CS(C)=O.[Br:11][C:12]1[CH:17]=[CH:16][N:15]=[C:14]([CH2:18][OH:19])[C:13]=1[CH3:20].C(N(CC)CC)C. Product: [Br:11][C:12]1[CH:17]=[CH:16][N:15]=[C:14]([CH:18]=[O:19])[C:13]=1[CH3:20]. The catalyst class is: 2. (3) Reactant: [ClH:1].O1CCOCC1.[Br:8][C:9]1[O:13][C:12]([C:14]([N:16]2[CH2:21][CH2:20][N:19](C(OC(C)(C)C)=O)[CH2:18][CH:17]2[CH2:29][O:30][C:31]2[CH:32]=[N:33][CH:34]=[CH:35][CH:36]=2)=[O:15])=[CH:11][CH:10]=1. Product: [ClH:1].[ClH:1].[Br:8][C:9]1[O:13][C:12]([C:14]([N:16]2[CH2:21][CH2:20][NH:19][CH2:18][CH:17]2[CH2:29][O:30][C:31]2[CH:32]=[N:33][CH:34]=[CH:35][CH:36]=2)=[O:15])=[CH:11][CH:10]=1. The catalyst class is: 5. (4) Reactant: [C:1]1([C:7]2[N:8]([NH2:18])[C:9]([C:12]3[CH:17]=[CH:16][CH:15]=[CH:14][CH:13]=3)=[CH:10][CH:11]=2)[CH:6]=[CH:5][CH:4]=[CH:3][CH:2]=1.[CH3:19][C:20](=O)[C:21](=[O:23])[CH3:22].CN(C=O)C.C1(C)C=CC(S(O)(=O)=O)=CC=1. Product: [C:12]1([C:9]2[N:8]([N:18]=[C:20]([CH3:19])[C:21](=[O:23])[CH3:22])[C:7]([C:1]3[CH:6]=[CH:5][CH:4]=[CH:3][CH:2]=3)=[CH:11][CH:10]=2)[CH:13]=[CH:14][CH:15]=[CH:16][CH:17]=1. The catalyst class is: 11. (5) Reactant: [N+:1]([C:4]1[CH:9]=[CH:8][C:7]([N:10]2[CH2:14][CH2:13][CH2:12][CH2:11]2)=[CH:6][C:5]=1[C:15]([F:18])([F:17])[F:16])([O-])=O. Product: [N:10]1([C:7]2[CH:8]=[CH:9][C:4]([NH2:1])=[C:5]([C:15]([F:16])([F:17])[F:18])[CH:6]=2)[CH2:14][CH2:13][CH2:12][CH2:11]1. The catalyst class is: 29.